Task: Predict the reaction yield, written as a fraction of the theoretical maximum amount of product (1.0 means a 100% yield; for example, 0.34 means a 34% yield).. Dataset: Reaction yield outcomes from USPTO patents with 853,638 reactions The reactants are Br[C:2]1[C:3]([NH:10][C:11](=[O:16])[C:12]([CH3:15])([CH3:14])[CH3:13])=[N:4][C:5]([O:8][CH3:9])=[CH:6][CH:7]=1.[C:17]([O:21][CH2:22][CH2:23][CH2:24][CH3:25])(=[O:20])[CH:18]=[CH2:19].C1(C(N)C2CCCCC2)CCCCC1. The catalyst is C(Cl)Cl.CC(C)([P](C(C)(C)C)([Pd][P](C(C)(C)C)(C(C)(C)C)C(C)(C)C)C(C)(C)C)C.C1C=CC(/C=C/C(/C=C/C2C=CC=CC=2)=O)=CC=1.C1C=CC(/C=C/C(/C=C/C2C=CC=CC=2)=O)=CC=1.C1C=CC(/C=C/C(/C=C/C2C=CC=CC=2)=O)=CC=1.[Pd].[Pd]. The product is [CH3:13][C:12]([CH3:15])([CH3:14])[C:11]([NH:10][C:3]1[C:2](/[CH:19]=[CH:18]/[C:17]([O:21][CH2:22][CH2:23][CH2:24][CH3:25])=[O:20])=[CH:7][CH:6]=[C:5]([O:8][CH3:9])[N:4]=1)=[O:16]. The yield is 0.950.